This data is from CYP2D6 inhibition data for predicting drug metabolism from PubChem BioAssay. The task is: Regression/Classification. Given a drug SMILES string, predict its absorption, distribution, metabolism, or excretion properties. Task type varies by dataset: regression for continuous measurements (e.g., permeability, clearance, half-life) or binary classification for categorical outcomes (e.g., BBB penetration, CYP inhibition). Dataset: cyp2d6_veith. (1) The drug is Cc1cnc(CNc2cc(-c3c(C)noc3C)ncn2)cn1. The result is 0 (non-inhibitor). (2) The compound is CCc1ccc2c(c1)c(N=NC1=NC(=O)CS1)c(O)n2CC. The result is 0 (non-inhibitor). (3) The molecule is O=C(c1cccc(C(F)(F)F)c1)N1CCC(O)(CS(=O)(=O)Cc2ccccc2)CC1. The result is 0 (non-inhibitor). (4) The drug is Cc1ccc(C)c(S(=O)(=O)NCc2ccc(C(=O)N3CCC(Cc4ccccc4)CC3)cc2)c1. The result is 0 (non-inhibitor). (5) The molecule is C[C@@H](C(=O)Nc1ccc2ccccc2c1)[C@H]1C[C@]1(C)[C@H](NC(=O)c1ccccc1)c1ccccc1. The result is 1 (inhibitor).